Task: Predict the reactants needed to synthesize the given product.. Dataset: Full USPTO retrosynthesis dataset with 1.9M reactions from patents (1976-2016) (1) Given the product [Cl:27][C:6]1[N:7]=[CH:8][CH:9]=[C:10]2[C:5]=1[N:4]=[CH:3][C:2]([CH3:1])=[C:11]2[C:12]1[CH:13]=[C:14]2[C:19](=[CH:20][CH:21]=1)[N:18]=[C:17]([NH:22][CH3:23])[N:16]=[CH:15]2, predict the reactants needed to synthesize it. The reactants are: [CH3:1][C:2]1[CH:3]=[N:4][C:5]2[C:6](=O)[NH:7][CH:8]=[CH:9][C:10]=2[C:11]=1[C:12]1[CH:13]=[C:14]2[C:19](=[CH:20][CH:21]=1)[N:18]=[C:17]([NH:22][CH3:23])[N:16]=[CH:15]2.P(Cl)(Cl)([Cl:27])=O. (2) The reactants are: [OH:1][C:2]1[CH:7]=[CH:6][CH:5]=[CH:4][C:3]=1[C:8]1[O:9][C:10]2[CH:18]=[CH:17][CH:16]=[CH:15][C:11]=2[C:12](=O)[N:13]=1.Cl.[CH2:20]([NH:27][NH2:28])[C:21]1[CH:26]=[CH:25][CH:24]=[CH:23][CH:22]=1.C(N(CC)CC)C. Given the product [OH:1][C:2]1[CH:7]=[CH:6][CH:5]=[CH:4][C:3]=1[C:8]1[N:13]=[C:12]([C:11]2[CH:15]=[CH:16][CH:17]=[CH:18][C:10]=2[OH:9])[N:27]([CH2:20][C:21]2[CH:26]=[CH:25][CH:24]=[CH:23][CH:22]=2)[N:28]=1, predict the reactants needed to synthesize it. (3) Given the product [N+:7]([C:10]1[CH:11]=[CH:12][C:13]2[O:18][CH2:17][CH2:16][NH:15][C:14]=2[CH:20]=1)([O-:9])=[O:8], predict the reactants needed to synthesize it. The reactants are: B.O1CCCC1.[N+:7]([C:10]1[CH:11]=[CH:12][C:13]2[O:18][CH2:17][C:16](=O)[NH:15][C:14]=2[CH:20]=1)([O-:9])=[O:8].Cl. (4) Given the product [N+:1]([C:4]1[N:8]=[C:7]([N+:9]([O-:11])=[O:10])[N:6]([B-:12]([N:5]2[C:4]([N+:1]([O-:3])=[O:2])=[N:8][C:7]([N+:9]([O-:11])=[O:10])=[N:6]2)([N:5]2[C:4]([N+:1]([O-:3])=[O:2])=[N:8][C:7]([N+:9]([O-:11])=[O:10])=[N:6]2)[N:5]2[C:4]([N+:1]([O-:3])=[O:2])=[N:8][C:7]([N+:9]([O-:11])=[O:10])=[N:6]2)[N:5]=1)([O-:3])=[O:2].[Na+:13], predict the reactants needed to synthesize it. The reactants are: [N+:1]([C:4]1[N:8]=[C:7]([N+:9]([O-:11])=[O:10])[NH:6][N:5]=1)([O-:3])=[O:2].[BH4-:12].[Na+:13].[H][H]. (5) Given the product [CH3:12][O:11][C:8]1[CH:7]=[C:3]2[C:2](=[CH:10][CH:9]=1)[N:1]=[CH:13][N:37]([C:32]1[CH:31]=[C:30]([CH:35]=[CH:34][C:33]=1[CH3:36])[C:29]([O:28][CH3:27])=[O:38])[C:4]2=[O:6], predict the reactants needed to synthesize it. The reactants are: [NH2:1][C:2]1[CH:10]=[CH:9][C:8]([O:11][CH3:12])=[CH:7][C:3]=1[C:4]([OH:6])=O.[CH2:13](OC(OCC)OCC)C.C(O)(=O)C.[CH3:27][O:28][C:29](=[O:38])[C:30]1[CH:35]=[CH:34][C:33]([CH3:36])=[C:32]([NH2:37])[CH:31]=1. (6) Given the product [Si:24]([O:19][CH2:18][C:11]1[CH:12]=[N:13][C:14]2[CH2:15][CH2:16][CH:17]=[C:8]([C:5]3[CH:6]=[CH:7][C:2]([F:1])=[CH:3][CH:4]=3)[C:9]=2[CH:10]=1)([C:20]([CH3:23])([CH3:22])[CH3:21])([CH3:26])[CH3:25], predict the reactants needed to synthesize it. The reactants are: [F:1][C:2]1[CH:7]=[CH:6][C:5]([C:8]2[C:9]3[CH:10]=[C:11]([CH2:18][OH:19])[CH:12]=[N:13][C:14]=3[CH2:15][CH2:16][CH:17]=2)=[CH:4][CH:3]=1.[C:20]([Si:24](Cl)([CH3:26])[CH3:25])([CH3:23])([CH3:22])[CH3:21].N1C=CN=C1. (7) Given the product [C:1]([O:5][C:6]([N:8]1[CH2:13][CH2:12][CH:11]([CH:14]([OH:27])[CH2:15][CH2:16][CH2:17][C:18]2[CH:23]=[CH:22][C:21]([S:24][CH3:25])=[C:20]([F:26])[CH:19]=2)[CH2:10][CH2:9]1)=[O:7])([CH3:4])([CH3:2])[CH3:3], predict the reactants needed to synthesize it. The reactants are: [C:1]([O:5][C:6]([N:8]1[CH2:13][CH2:12][CH:11]([C:14](=[O:27])[CH2:15][CH2:16][CH2:17][C:18]2[CH:23]=[CH:22][C:21]([S:24][CH3:25])=[C:20]([F:26])[CH:19]=2)[CH2:10][CH2:9]1)=[O:7])([CH3:4])([CH3:3])[CH3:2].[BH4-].[Na+]. (8) Given the product [CH2:1]([O:8][C:9]1[CH:10]=[N:11][CH:12]=[C:13]([CH:18]=1)[C:14]([O-:16])=[O:15])[C:2]1[CH:3]=[CH:4][CH:5]=[CH:6][CH:7]=1.[Na+:25], predict the reactants needed to synthesize it. The reactants are: [CH2:1]([O:8][C:9]1[CH:10]=[N:11][CH:12]=[C:13]([CH:18]=1)[C:14]([O:16]C)=[O:15])[C:2]1[CH:7]=[CH:6][CH:5]=[CH:4][CH:3]=1.C1COCC1.[OH-].[Na+:25]. (9) Given the product [Cl:1][C:2]1[CH:10]=[CH:9][CH:8]=[C:7]2[C:3]=1[CH:4]=[N:5][N:6]2[CH:12]1[CH2:13][CH2:14][CH2:15][CH2:16][O:11]1, predict the reactants needed to synthesize it. The reactants are: [Cl:1][C:2]1[CH:10]=[CH:9][CH:8]=[C:7]2[C:3]=1[CH:4]=[N:5][NH:6]2.[O:11]1[CH:16]=[CH:15][CH2:14][CH2:13][CH2:12]1. (10) Given the product [Cl:27][C:22]1[CH:21]=[C:20]([CH:25]=[CH:24][C:23]=1[F:26])[C:19]([NH:18][C@@H:15]1[CH2:14][CH2:13][C@H:12]([NH:11][C:2]2[CH:3]=[C:4]([CH:8]=[CH:9][N:10]=2)[C:5]([NH2:7])=[O:6])[CH2:17][CH2:16]1)=[O:28], predict the reactants needed to synthesize it. The reactants are: Cl[C:2]1[CH:3]=[C:4]([CH:8]=[CH:9][N:10]=1)[C:5]([NH2:7])=[O:6].[NH2:11][C@@H:12]1[CH2:17][CH2:16][C@H:15]([NH:18][C:19](=[O:28])[C:20]2[CH:25]=[CH:24][C:23]([F:26])=[C:22]([Cl:27])[CH:21]=2)[CH2:14][CH2:13]1.C([O-])(O)=O.[Na+].